This data is from Reaction yield outcomes from USPTO patents with 853,638 reactions. The task is: Predict the reaction yield, written as a fraction of the theoretical maximum amount of product (1.0 means a 100% yield; for example, 0.34 means a 34% yield). (1) The reactants are ClC(OCC)=O.[Br:7][C:8]([CH3:19])([CH3:18])[C:9]([NH:11][C:12]([CH3:17])([CH3:16])[C:13]([OH:15])=[O:14])=O.C(N(CC)CC)C. The catalyst is CC(C)=O. The product is [Br:7][C:8]([C:9]1[O:14][C:13](=[O:15])[C:12]([CH3:17])([CH3:16])[N:11]=1)([CH3:19])[CH3:18]. The yield is 0.980. (2) The yield is 0.210. The product is [CH2:1]([O:3][C:4]([C:5]1[CH:6]=[N:7][N:24]([C:20]([CH3:23])([CH3:22])[CH3:21])[C:10]=1[C:12]1[CH:16]=[C:15]([Cl:17])[O:14][N:13]=1)=[O:18])[CH3:2]. The catalyst is C(O)C. The reactants are [CH2:1]([O:3][C:4](=[O:18])[C:5]([C:10]([C:12]1[CH:16]=[C:15]([Cl:17])[O:14][N:13]=1)=O)=[CH:6][N:7](C)C)[CH3:2].Cl.[C:20]([NH:24]N)([CH3:23])([CH3:22])[CH3:21].C([O-])(=O)C.[Na+]. (3) The yield is 0.260. The catalyst is CCO.[Ni]. The reactants are [CH2:1]([O:3][C:4]([C:6]1([C:13]#[N:14])[CH2:8][CH:7]1[CH2:9][CH:10]([CH3:12])[CH3:11])=[O:5])[CH3:2].C(N(CC)CC)C. The product is [CH2:1]([O:3][C:4]([C:6]1([CH2:13][NH2:14])[CH2:8][CH:7]1[CH2:9][CH:10]([CH3:11])[CH3:12])=[O:5])[CH3:2]. (4) The reactants are [CH2:1]([OH:4])[CH2:2][OH:3].[H-].[Na+].[CH3:7][O:8][C:9]1[CH:10]=[C:11]([CH:14]=[CH:15][CH:16]=1)[CH2:12]Cl.O. The catalyst is C1COCC1.[N+](CCCC)(CCCC)(CCCC)CCCC.[I-].CCOC(C)=O. The product is [CH3:7][O:8][C:9]1[CH:10]=[C:11]([CH2:12][O:3][CH2:2][CH2:1][OH:4])[CH:14]=[CH:15][CH:16]=1. The yield is 0.420. (5) The reactants are Br[C:2]1[C:3](=[O:10])[CH2:4][CH2:5][C:6]=1[O:7][CH2:8][CH3:9].C([O-])([O-])=O.[K+].[K+].[F:17][C:18]1[CH:23]=[CH:22][C:21](B(O)O)=[CH:20][CH:19]=1. The catalyst is C1(C)C=CC=CC=1.C1C=CC=CC=1.O.CCO.C1C=CC(/C=C/C(/C=C/C2C=CC=CC=2)=O)=CC=1.C1C=CC(/C=C/C(/C=C/C2C=CC=CC=2)=O)=CC=1.[Pd].C1C=CC(/C=C/C(/C=C/C2C=CC=CC=2)=O)=CC=1.C1C=CC(/C=C/C(/C=C/C2C=CC=CC=2)=O)=CC=1.C1C=CC(/C=C/C(/C=C/C2C=CC=CC=2)=O)=CC=1.[Pd].[Pd].C1(P(C2C=CC=CC=2)C2C=CC=CC=2)C=CC=CC=1. The product is [CH2:8]([O:7][C:6]1[CH2:5][CH2:4][C:3](=[O:10])[C:2]=1[C:21]1[CH:22]=[CH:23][C:18]([F:17])=[CH:19][CH:20]=1)[CH3:9]. The yield is 0.700.